Dataset: Catalyst prediction with 721,799 reactions and 888 catalyst types from USPTO. Task: Predict which catalyst facilitates the given reaction. Reactant: [Cl-].C[N+](C)(C)CCOC(=O)C=C.[CH2:13]([O:23][C:24](=[O:27])[CH:25]=[CH2:26])[CH2:14][CH2:15][CH2:16][CH2:17][CH2:18][CH2:19][CH2:20][CH2:21][CH3:22].[C:28]([NH2:32])(=[O:31])[CH:29]=[CH2:30]. Product: [CH2:13]([O:23][C:24](=[O:27])[CH:25]=[CH2:26])[CH2:14][CH2:15][CH2:16][CH2:17][CH2:18][CH2:19][CH2:20][CH2:21][CH3:22].[C:28]([NH2:32])(=[O:31])[CH:29]=[CH2:30]. The catalyst class is: 32.